Dataset: Full USPTO retrosynthesis dataset with 1.9M reactions from patents (1976-2016). Task: Predict the reactants needed to synthesize the given product. (1) Given the product [C:1]([O:5][C:6]([N:8]1[CH2:12][CH2:11][CH2:10][C@@H:9]1[CH2:13][O:14][C:15]1[CH:20]=[CH:19][C:18]([O:21][C:23]2[S:24][C:25]3[CH:31]=[CH:30][CH:29]=[CH:28][C:26]=3[N:27]=2)=[CH:17][CH:16]=1)=[O:7])([CH3:4])([CH3:2])[CH3:3], predict the reactants needed to synthesize it. The reactants are: [C:1]([O:5][C:6]([N:8]1[CH2:12][CH2:11][CH2:10][C@@H:9]1[CH2:13][O:14][C:15]1[CH:20]=[CH:19][C:18]([OH:21])=[CH:17][CH:16]=1)=[O:7])([CH3:4])([CH3:3])[CH3:2].Cl[C:23]1[S:24][C:25]2[CH:31]=[CH:30][CH:29]=[CH:28][C:26]=2[N:27]=1. (2) Given the product [OH:1][C:2]1[CH:3]=[C:4](/[CH:5]=[CH:15]/[C:16]([C:18]2[CH:19]=[C:20]([O:26][CH3:27])[CH:21]=[C:22]([O:24][CH3:25])[CH:23]=2)=[O:17])[CH:7]=[CH:8][C:9]=1[O:10][CH2:11][CH2:12][CH2:13][CH3:14], predict the reactants needed to synthesize it. The reactants are: [OH:1][C:2]1[CH:3]=[C:4]([CH:7]=[CH:8][C:9]=1[O:10][CH2:11][CH2:12][CH2:13][CH3:14])[CH:5]=O.[CH3:15][C:16]([C:18]1[CH:23]=[C:22]([O:24][CH3:25])[CH:21]=[C:20]([O:26][CH3:27])[CH:19]=1)=[O:17].[OH-].[Na+].